Dataset: Forward reaction prediction with 1.9M reactions from USPTO patents (1976-2016). Task: Predict the product of the given reaction. Given the reactants [Cl:1][C:2]1[CH:7]=[CH:6][C:5]([NH:8][C:9]2[S:10][C:11]([CH3:17])=[C:12]([C:14]([OH:16])=[O:15])[N:13]=2)=[CH:4][C:3]=1[O:18][CH3:19].[Cl:20][C:21]1[CH:29]=[C:28]([Cl:30])[CH:27]=[CH:26][C:22]=1[C:23](Cl)=[O:24].C(=O)([O-])[O-].[K+].[K+], predict the reaction product. The product is: [Cl:20][C:21]1[CH:29]=[C:28]([Cl:30])[CH:27]=[CH:26][C:22]=1[C:23]([N:8]([C:5]1[CH:6]=[CH:7][C:2]([Cl:1])=[C:3]([O:18][CH3:19])[CH:4]=1)[C:9]1[S:10][C:11]([CH3:17])=[C:12]([C:14]([OH:16])=[O:15])[N:13]=1)=[O:24].